From a dataset of Catalyst prediction with 721,799 reactions and 888 catalyst types from USPTO. Predict which catalyst facilitates the given reaction. Reactant: [CH3:1][C:2]([O:5][C:6]([N:8]1[CH2:13][CH2:12][N:11]([S:14]([NH2:17])(=[O:16])=[O:15])[CH2:10][CH2:9]1)=[O:7])([CH3:4])[CH3:3].C(=O)([O-])[O-].[Cs+].[Cs+].Cl[C:25]1[N:30]=[C:29]([S:31][CH2:32][C:33]2[CH:38]=[CH:37][CH:36]=[C:35]([F:39])[C:34]=2[F:40])[N:28]=[C:27]([O:41][CH2:42][CH2:43][CH2:44][OH:45])[CH:26]=1. Product: [F:40][C:34]1[C:35]([F:39])=[CH:36][CH:37]=[CH:38][C:33]=1[CH2:32][S:31][C:29]1[N:30]=[C:25]([NH:17][S:14]([N:11]2[CH2:12][CH2:13][N:8]([C:6]([O:5][C:2]([CH3:1])([CH3:3])[CH3:4])=[O:7])[CH2:9][CH2:10]2)(=[O:16])=[O:15])[CH:26]=[C:27]([O:41][CH2:42][CH2:43][CH2:44][OH:45])[N:28]=1. The catalyst class is: 62.